Dataset: Reaction yield outcomes from USPTO patents with 853,638 reactions. Task: Predict the reaction yield, written as a fraction of the theoretical maximum amount of product (1.0 means a 100% yield; for example, 0.34 means a 34% yield). (1) The reactants are Cl[C:2]1[CH:7]=[CH:6][C:5]([O:8][CH3:9])=[CH:4][N:3]=1.O.[NH2:11][NH2:12]. No catalyst specified. The product is [NH:11]([C:2]1[CH:7]=[CH:6][C:5]([O:8][CH3:9])=[CH:4][N:3]=1)[NH2:12]. The yield is 0.180. (2) The reactants are [Cl:1][C:2]1[CH:7]=[CH:6][C:5]([C:8]2[S:12][C:11]([C:13](N(OC)C)=[O:14])=[C:10]([C:19]3[CH:24]=[CH:23][C:22]([S:25](=[O:32])(=[O:31])[N:26]=CN(C)C)=[CH:21][CH:20]=3)[CH:9]=2)=[CH:4][CH:3]=1.[CH2:33]1COC[CH2:34]1. No catalyst specified. The product is [Cl:1][C:2]1[CH:3]=[CH:4][C:5]([C:8]2[S:12][C:11]([C:13](=[O:14])[CH2:33][CH3:34])=[C:10]([C:19]3[CH:24]=[CH:23][C:22]([S:25]([NH2:26])(=[O:31])=[O:32])=[CH:21][CH:20]=3)[CH:9]=2)=[CH:6][CH:7]=1. The yield is 0.146. (3) The reactants are [O:1]1[C:5]2[CH:6]=[CH:7][C:8]([C:10]3[O:14][N:13]=[CH:12][C:11]=3[CH2:15][CH2:16][C:17]([OH:19])=[O:18])=[CH:9][C:4]=2[O:3][CH2:2]1.S(=O)(=O)(O)O.[CH3:25]O. No catalyst specified. The product is [O:1]1[C:5]2[CH:6]=[CH:7][C:8]([C:10]3[O:14][N:13]=[CH:12][C:11]=3[CH2:15][CH2:16][C:17]([O:19][CH3:25])=[O:18])=[CH:9][C:4]=2[O:3][CH2:2]1. The yield is 0.970. (4) The reactants are Br[CH2:2][C:3]1[CH:8]=[CH:7][C:6]([C:9]23[CH2:18][CH:13]4[CH2:14][CH:15]([CH2:17][CH:11]([CH2:12]4)[CH2:10]2)[CH2:16]3)=[CH:5][CH:4]=1.C([O-])([O-])=[O:20].[Na+].[Na+].O1CCOCC1.O.Cl. The catalyst is CCOC(C)=O. The product is [C:9]12([C:6]3[CH:5]=[CH:4][C:3]([CH2:2][OH:20])=[CH:8][CH:7]=3)[CH2:10][CH:11]3[CH2:12][CH:13]([CH2:14][CH:15]([CH2:17]3)[CH2:16]1)[CH2:18]2. The yield is 0.690. (5) The reactants are [C:1]([O:5][C:6](=[O:32])[NH:7][C:8]1[S:9][C:10]2[CH:16]=[C:15]([CH2:17][C:18]3[CH:23]=[CH:22][C:21]([NH2:24])=[CH:20][CH:19]=3)[CH:14]=[C:13]([C:25]3[CH:30]=[CH:29][CH:28]=[C:27]([Cl:31])[CH:26]=3)[C:11]=2[N:12]=1)([CH3:4])([CH3:3])[CH3:2].[O:33]([C:35]#[N:36])[Na]. The catalyst is CC(O)=O.O. The product is [C:1]([O:5][C:6](=[O:32])[NH:7][C:8]1[S:9][C:10]2[CH:16]=[C:15]([CH2:17][C:18]3[CH:23]=[CH:22][C:21]([NH:24][C:35]([NH2:36])=[O:33])=[CH:20][CH:19]=3)[CH:14]=[C:13]([C:25]3[CH:30]=[CH:29][CH:28]=[C:27]([Cl:31])[CH:26]=3)[C:11]=2[N:12]=1)([CH3:4])([CH3:2])[CH3:3]. The yield is 0.590. (6) The reactants are [F:1][C:2]([F:29])([F:28])[C:3]([NH:5][CH2:6][C:7]1[N:8]=[C:9]2[CH:15]=[C:14]([C:16]3[C:24]4[C:19](=[CH:20][CH:21]=[C:22]([O:25][CH3:26])[CH:23]=4)[N:18]([CH3:27])[CH:17]=3)[NH:13][C:10]2=[N:11][CH:12]=1)=O.O1CCOCC1.COC1C=CC(P2(SP(C3C=CC(OC)=CC=3)(=S)S2)=S)=CC=1. The catalyst is CCOC(C)=O.C([O-])(=O)C.[Hg+2].C([O-])(=O)C.FC(F)(F)C([O-])=O.[Hg+2].FC(F)(F)C([O-])=O. The product is [CH3:26][O:25][C:22]1[CH:23]=[C:24]2[C:19](=[CH:20][CH:21]=1)[N:18]([CH3:27])[CH:17]=[C:16]2[C:14]1[NH:13][C:10]2[N:11]=[CH:12][C:7]3[N:8]([C:3]([C:2]([F:1])([F:29])[F:28])=[N:5][CH:6]=3)[C:9]=2[CH:15]=1. The yield is 0.0700.